This data is from Forward reaction prediction with 1.9M reactions from USPTO patents (1976-2016). The task is: Predict the product of the given reaction. (1) The product is: [Br:1][C:2]1[CH:7]=[CH:6][C:5]([C:8](=[O:10])[CH3:9])=[CH:4][C:3]=1[CH2:11][Cl:24]. Given the reactants [Br:1][C:2]1[CH:7]=[CH:6][C:5]([C:8](=[O:10])[CH3:9])=[CH:4][C:3]=1[CH2:11]O.C(N(CC)CC)C.CS([Cl:24])(=O)=O.[Cl-].[Li+], predict the reaction product. (2) Given the reactants [F:1][C:2]1[CH:25]=[CH:24][C:5]([CH2:6][CH2:7][C@H:8]2[CH2:13][C@@H:12]([C:14]3[O:18][NH:17][C:16](=[O:19])[CH:15]=3)[CH2:11][CH2:10][N:9]2C(OC)=O)=[CH:4][CH:3]=1.Br, predict the reaction product. The product is: [F:1][C:2]1[CH:3]=[CH:4][C:5]([CH2:6][CH2:7][C@H:8]2[CH2:13][C@@H:12]([C:14]3[O:18][NH:17][C:16](=[O:19])[CH:15]=3)[CH2:11][CH2:10][NH:9]2)=[CH:24][CH:25]=1. (3) Given the reactants F[C:2]1[CH:7]=[CH:6][C:5]([S:8]([CH3:11])(=[O:10])=[O:9])=[CH:4][C:3]=1[C:12]1[C:21]2[C:16](=[CH:17][CH:18]=[CH:19][CH:20]=2)[C:15](=[O:22])[N:14]([CH3:23])[CH:13]=1.[NH2:24][C@H:25]1[CH2:30][CH2:29][C@H:28]([OH:31])[CH2:27][CH2:26]1, predict the reaction product. The product is: [OH:31][C@H:28]1[CH2:29][CH2:30][C@H:25]([NH:24][C:2]2[CH:7]=[CH:6][C:5]([S:8]([CH3:11])(=[O:10])=[O:9])=[CH:4][C:3]=2[C:12]2[C:21]3[C:16](=[CH:17][CH:18]=[CH:19][CH:20]=3)[C:15](=[O:22])[N:14]([CH3:23])[CH:13]=2)[CH2:26][CH2:27]1. (4) Given the reactants [Br:1][C:2]1[CH:7]=[C:6](F)[C:5]([N+:9]([O-:11])=[O:10])=[CH:4][C:3]=1[CH3:12].C(=O)([O-])[O-].[Cs+].[Cs+].[CH3:19][CH:20]([OH:22])[CH3:21], predict the reaction product. The product is: [Br:1][C:2]1[CH:7]=[C:6]([O:22][CH:20]([CH3:21])[CH3:19])[C:5]([N+:9]([O-:11])=[O:10])=[CH:4][C:3]=1[CH3:12].